The task is: Binary Classification. Given a miRNA mature sequence and a target amino acid sequence, predict their likelihood of interaction.. This data is from Experimentally validated miRNA-target interactions with 360,000+ pairs, plus equal number of negative samples. The miRNA is hsa-miR-5006-5p with sequence UUGCCAGGGCAGGAGGUGGAA. The protein sequence of the target gene is MGNQLDRITHLNYSELPTGDPSGIEKDELRVGVAYFFSDDEEDLDERGQPDKFGVKAPPGCTPCPESPSRHHHHLLHQLVLNETQFSAFRGQECIFSKVSGGPQGADLSVYAVTALPALCEPGDLLELLWLQPAPEPPAPAPHWAVYVGGGQIIHLHQGEIRQDSLYEAGAANVGRVVNSWYRYRPLVAELVVQNACGHLGLKSEEICWTNSESFAAWCRFGKREFKAGGEVPAGTQPPQQQYYLKVHLGENKVHTARFHSLEDLIREKRRIDASGRLRVLQELADLVDDKE. Result: 0 (no interaction).